This data is from NCI-60 drug combinations with 297,098 pairs across 59 cell lines. The task is: Regression. Given two drug SMILES strings and cell line genomic features, predict the synergy score measuring deviation from expected non-interaction effect. Drug 1: C1=CC(=CC=C1CC(C(=O)O)N)N(CCCl)CCCl.Cl. Drug 2: C#CCC(CC1=CN=C2C(=N1)C(=NC(=N2)N)N)C3=CC=C(C=C3)C(=O)NC(CCC(=O)O)C(=O)O. Cell line: KM12. Synergy scores: CSS=0.668, Synergy_ZIP=-3.25, Synergy_Bliss=-5.69, Synergy_Loewe=-4.16, Synergy_HSA=-4.17.